From a dataset of Forward reaction prediction with 1.9M reactions from USPTO patents (1976-2016). Predict the product of the given reaction. (1) Given the reactants C([O:3][C:4]([C:6]1([C:9]2[CH:14]=[CH:13][C:12]([C:15]3[CH:20]=[CH:19][C:18]([C:21]4[S:22][C:23]([F:38])=[CH:24][C:25]=4[NH:26][C:27]([O:29][CH:30]([C:32]4[C:36]([Cl:37])=[CH:35][S:34][CH:33]=4)[CH3:31])=[O:28])=[CH:17][CH:16]=3)=[CH:11][CH:10]=2)[CH2:8][CH2:7]1)=[O:5])C.[OH-].[Na+].Cl, predict the reaction product. The product is: [Cl:37][C:36]1[C:32]([CH:30]([O:29][C:27]([NH:26][C:25]2[CH:24]=[C:23]([F:38])[S:22][C:21]=2[C:18]2[CH:17]=[CH:16][C:15]([C:12]3[CH:13]=[CH:14][C:9]([C:6]4([C:4]([OH:5])=[O:3])[CH2:7][CH2:8]4)=[CH:10][CH:11]=3)=[CH:20][CH:19]=2)=[O:28])[CH3:31])=[CH:33][S:34][CH:35]=1. (2) The product is: [C:2]([O:22][C:20](=[O:21])[C@@H:16]([CH2:17][O:18][CH3:19])[NH:15][C:13]([O:12][CH2:5][C:6]1[CH:11]=[CH:10][CH:9]=[CH:8][CH:7]=1)=[O:14])([CH3:3])([CH3:1])[CH3:4]. Given the reactants [CH3:1][C:2](=[CH2:4])[CH3:3].[CH2:5]([O:12][C:13]([NH:15][C@@H:16]([C:20]([OH:22])=[O:21])[CH2:17][O:18][CH3:19])=[O:14])[C:6]1[CH:11]=[CH:10][CH:9]=[CH:8][CH:7]=1.OS(O)(=O)=O, predict the reaction product. (3) The product is: [CH2:27]([O:29][C:30](=[O:54])[CH2:31][N:32]1[C:40]2[C:35](=[C:36]([Cl:41])[CH:37]=[CH:38][CH:39]=2)[CH:34]([C:42]2[C:43]([OH:51])=[CH:44][C:45]3[O:49][CH2:48][CH2:47][C:46]=3[CH:50]=2)[C:33]1=[O:53])[CH3:28]. Given the reactants C1(CCN2C3C(=CC=CC=3)C(O)(C3C(O)=CC4OCOC=4C=3)C2=O)CC1.[CH2:27]([O:29][C:30](=[O:54])[CH2:31][N:32]1[C:40]2[C:35](=[C:36]([Cl:41])[CH:37]=[CH:38][CH:39]=2)[C:34](O)([C:42]2[C:43]([OH:51])=[CH:44][C:45]3[O:49][CH2:48][CH2:47][C:46]=3[CH:50]=2)[C:33]1=[O:53])[CH3:28], predict the reaction product. (4) Given the reactants C([Mg]Cl)(C)C.[Br:6][C:7]1[CH:8]=[CH:9][C:10](I)=[N:11][CH:12]=1.[CH3:14][O:15][C:16](=[O:26])[C:17]1[CH:22]=[C:21]([CH:23]=[O:24])[CH:20]=[CH:19][C:18]=1[F:25], predict the reaction product. The product is: [CH3:14][O:15][C:16](=[O:26])[C:17]1[CH:22]=[C:21]([CH:23]([C:10]2[CH:9]=[CH:8][C:7]([Br:6])=[CH:12][N:11]=2)[OH:24])[CH:20]=[CH:19][C:18]=1[F:25].